This data is from Full USPTO retrosynthesis dataset with 1.9M reactions from patents (1976-2016). The task is: Predict the reactants needed to synthesize the given product. (1) Given the product [CH2:1]([O:8][C:9]1[CH:10]=[CH:11][C:12]([CH3:15])=[N+:13]([O-:24])[CH:14]=1)[C:2]1[CH:3]=[CH:4][CH:5]=[CH:6][CH:7]=1, predict the reactants needed to synthesize it. The reactants are: [CH2:1]([O:8][C:9]1[CH:10]=[CH:11][C:12]([CH3:15])=[N:13][CH:14]=1)[C:2]1[CH:7]=[CH:6][CH:5]=[CH:4][CH:3]=1.ClC1C=CC=C(C(OO)=[O:24])C=1.C(=O)(O)[O-].[Na+]. (2) The reactants are: C(=O)([O-])[O-].[K+].[K+].Br[CH2:8][CH:9]1[CH2:11][CH2:10]1.[CH3:12][C:13]1[CH:18]=[CH:17][C:16]([OH:19])=[CH:15][C:14]=1[N+:20]([O-:22])=[O:21]. Given the product [CH:11]1([CH2:10][O:19][C:16]2[CH:17]=[CH:18][C:13]([CH3:12])=[C:14]([N+:20]([O-:22])=[O:21])[CH:15]=2)[CH2:9][CH2:8]1, predict the reactants needed to synthesize it. (3) Given the product [CH3:1][O:2][C:3](=[O:15])[CH2:4][C:9]([CH2:13][CH3:14])([CH3:12])[CH2:10][CH3:11], predict the reactants needed to synthesize it. The reactants are: [CH3:1][O:2][C:3](=[O:15])[CH:4]([C:9]([CH2:13][CH3:14])([CH3:12])[CH2:10][CH3:11])C(OC)=O.[Li+].[Cl-].O. (4) Given the product [OH:30][C:15]1[C:16]([CH3:29])=[CH:17][C:18]([C:2]2[N:7]=[N:6][C:5]([O:8][CH3:9])=[C:4]([C:10](=[O:12])[CH3:11])[CH:3]=2)=[CH:19][C:14]=1[CH3:13], predict the reactants needed to synthesize it. The reactants are: Cl[C:2]1[N:7]=[N:6][C:5]([O:8][CH3:9])=[C:4]([C:10](=[O:12])[CH3:11])[CH:3]=1.[CH3:13][C:14]1[CH:19]=[C:18](B2OC(C)(C)C(C)(C)O2)[CH:17]=[C:16]([CH3:29])[C:15]=1[OH:30].C(=O)([O-])[O-].[Na+].[Na+]. (5) Given the product [CH3:5][O:9][C:28]1[CH:33]=[CH:32][C:31]([C:37]2[CH:42]=[CH:41][CH:40]=[CH:39][CH:38]=2)=[CH:30][CH:29]=1, predict the reactants needed to synthesize it. The reactants are: C([CH:5]1[O:9][Si](CC)(CC)C2C=CC=CC1=2)CCC.[Li]C1C=CC=CC=1.CC([C:28]1[CH:33]=[C:32](C(C)C)[C:31]([C:37]2[CH:42]=[CH:41][CH:40]=[CH:39][C:38]=2P(C2CCCCC2)C2CCCCC2)=[C:30](C(C)C)[CH:29]=1)C.ClC1C=CC(OC)=CC=1.